Predict the product of the given reaction. From a dataset of Forward reaction prediction with 1.9M reactions from USPTO patents (1976-2016). (1) Given the reactants [F:1][C:2]1[C:3]([C:22]2[N:26]([CH:27]3[CH2:32][CH2:31][O:30][CH2:29][CH2:28]3)[C:25]([CH3:33])=[N:24][CH:23]=2)=[N:4][C:5]([NH:8][CH:9]2[CH2:14][CH2:13][N:12](C(OC(C)(C)C)=O)[CH2:11][CH2:10]2)=[N:6][CH:7]=1.[C:34]1([CH2:40][S:41](Cl)(=[O:43])=[O:42])[CH:39]=[CH:38][CH:37]=[CH:36][CH:35]=1, predict the reaction product. The product is: [CH2:40]([S:41]([N:12]1[CH2:13][CH2:14][CH:9]([NH:8][C:5]2[N:4]=[C:3]([C:22]3[N:26]([CH:27]4[CH2:32][CH2:31][O:30][CH2:29][CH2:28]4)[C:25]([CH3:33])=[N:24][CH:23]=3)[C:2]([F:1])=[CH:7][N:6]=2)[CH2:10][CH2:11]1)(=[O:43])=[O:42])[C:34]1[CH:39]=[CH:38][CH:37]=[CH:36][CH:35]=1. (2) Given the reactants [CH2:1]([N:5]([CH2:26][CH3:27])[C:6]1[C:7]2[CH2:15][C:14](=[O:16])[N:13]([C:17]3[C:22]([CH3:23])=[CH:21][C:20]([CH3:24])=[CH:19][C:18]=3[CH3:25])[C:8]=2[N:9]=[C:10]([CH3:12])[N:11]=1)[CH2:2][CH2:3][CH3:4].[O:28]=P(Cl)(Cl)Cl.C(N(CC)CC)C.CNC, predict the reaction product. The product is: [CH2:1]([N:5]([CH2:26][CH3:27])[C:6]1[C:7]2[C:15](=[O:28])[C:14](=[O:16])[N:13]([C:17]3[C:22]([CH3:23])=[CH:21][C:20]([CH3:24])=[CH:19][C:18]=3[CH3:25])[C:8]=2[N:9]=[C:10]([CH3:12])[N:11]=1)[CH2:2][CH2:3][CH3:4].